Dataset: NCI-60 drug combinations with 297,098 pairs across 59 cell lines. Task: Regression. Given two drug SMILES strings and cell line genomic features, predict the synergy score measuring deviation from expected non-interaction effect. (1) Drug 1: CC(C1=C(C=CC(=C1Cl)F)Cl)OC2=C(N=CC(=C2)C3=CN(N=C3)C4CCNCC4)N. Drug 2: CC1CCCC2(C(O2)CC(NC(=O)CC(C(C(=O)C(C1O)C)(C)C)O)C(=CC3=CSC(=N3)C)C)C. Cell line: HCT-15. Synergy scores: CSS=6.78, Synergy_ZIP=-0.183, Synergy_Bliss=-0.468, Synergy_Loewe=-2.44, Synergy_HSA=-2.30. (2) Drug 1: C1CNP(=O)(OC1)N(CCCl)CCCl. Drug 2: C1=CC(=C(C=C1I)F)NC2=C(C=CC(=C2F)F)C(=O)NOCC(CO)O. Cell line: SK-OV-3. Synergy scores: CSS=10.0, Synergy_ZIP=2.28, Synergy_Bliss=7.02, Synergy_Loewe=-5.36, Synergy_HSA=2.00. (3) Drug 1: CN1C2=C(C=C(C=C2)N(CCCl)CCCl)N=C1CCCC(=O)O.Cl. Drug 2: CCN(CC)CCCC(C)NC1=C2C=C(C=CC2=NC3=C1C=CC(=C3)Cl)OC. Cell line: LOX IMVI. Synergy scores: CSS=11.1, Synergy_ZIP=1.53, Synergy_Bliss=3.52, Synergy_Loewe=-24.0, Synergy_HSA=1.52. (4) Drug 1: CC1=C(C=C(C=C1)NC(=O)C2=CC=C(C=C2)CN3CCN(CC3)C)NC4=NC=CC(=N4)C5=CN=CC=C5. Drug 2: CC1C(C(CC(O1)OC2CC(CC3=C2C(=C4C(=C3O)C(=O)C5=C(C4=O)C(=CC=C5)OC)O)(C(=O)CO)O)N)O.Cl. Cell line: NCIH23. Synergy scores: CSS=32.7, Synergy_ZIP=-0.134, Synergy_Bliss=2.11, Synergy_Loewe=-6.69, Synergy_HSA=3.14.